From a dataset of Reaction yield outcomes from USPTO patents with 853,638 reactions. Predict the reaction yield, written as a fraction of the theoretical maximum amount of product (1.0 means a 100% yield; for example, 0.34 means a 34% yield). (1) The reactants are [OH:1][C:2]1[CH:3]=[CH:4][C:5]2[O:9][N:8]=[C:7]([N:10]([C:18]([O:20][C:21]([CH3:24])([CH3:23])[CH3:22])=[O:19])[C:11]([O:13][C:14]([CH3:17])([CH3:16])[CH3:15])=[O:12])[C:6]=2[CH:25]=1.[CH3:26][O:27][C:28]1[CH:52]=[C:51]([O:53][CH3:54])[CH:50]=[CH:49][C:29]=1[CH2:30][N:31]([C:44]1[S:48][N:47]=[CH:46][N:45]=1)[S:32]([C:35]1[CH:40]=[C:39]([F:41])[C:38](F)=[CH:37][C:36]=1[F:43])(=[O:34])=[O:33].C(=O)([O-])[O-].[K+].[K+]. The catalyst is CS(C)=O.C(OCC)(=O)C. The product is [CH3:26][O:27][C:28]1[CH:52]=[C:51]([O:53][CH3:54])[CH:50]=[CH:49][C:29]=1[CH2:30][N:31]([C:44]1[S:48][N:47]=[CH:46][N:45]=1)[S:32]([C:35]1[C:36]([F:43])=[CH:37][C:38]([O:1][C:2]2[CH:3]=[CH:4][C:5]3[O:9][N:8]=[C:7]([N:10]([C:11]([O:13][C:14]([CH3:15])([CH3:16])[CH3:17])=[O:12])[C:18]([O:20][C:21]([CH3:24])([CH3:23])[CH3:22])=[O:19])[C:6]=3[CH:25]=2)=[C:39]([F:41])[CH:40]=1)(=[O:34])=[O:33]. The yield is 0.870. (2) The reactants are [NH2:1][CH2:2][C:3]([O:5][CH3:6])=[O:4].Cl.CCN(CC)CC.[C:15]([O:19][CH2:20][CH3:21])(=[O:18])[CH:16]=[CH2:17]. The catalyst is CC(O)C.O.C([O-])(O)=O.[Na+]. The product is [CH3:6][O:5][C:3](=[O:4])[CH2:2][NH:1][CH2:17][CH2:16][C:15]([O:19][CH2:20][CH3:21])=[O:18]. The yield is 0.100. (3) The reactants are CO[C:3]([C:5]1[NH:6][N:7]=[C:8]([O:10][CH2:11][C:12]2[C:13]([C:18]3[CH:23]=[CH:22][CH:21]=[CH:20][CH:19]=3)=[N:14][O:15][C:16]=2[CH3:17])[CH:9]=1)=[O:4].[CH:24]([NH2:27])([CH3:26])[CH3:25]. No catalyst specified. The product is [CH:24]([NH:27][C:3]([C:5]1[NH:6][N:7]=[C:8]([O:10][CH2:11][C:12]2[C:13]([C:18]3[CH:19]=[CH:20][CH:21]=[CH:22][CH:23]=3)=[N:14][O:15][C:16]=2[CH3:17])[CH:9]=1)=[O:4])([CH3:26])[CH3:25]. The yield is 0.130. (4) The reactants are C(Cl)(=O)C.CO.[NH2:7][C:8]1[O:9][C:10]2[CH:16]=[CH:15][C:14]([C:17]3[N:18]=[C:19]4[C:24](=[CH:25][CH:26]=3)[N:23]=[CH:22][C:21]([N:27]3[CH2:32][CH2:31][N:30]([C:33](=[O:45])[C:34]([NH:37]C(=O)OC(C)(C)C)([CH3:36])[CH3:35])[CH2:29][CH2:28]3)=[CH:20]4)=[CH:13][C:11]=2[N:12]=1.C([O-])([O-])=O.[Na+].[Na+]. The catalyst is O. The product is [NH2:37][C:34]([CH3:36])([CH3:35])[C:33]([N:30]1[CH2:31][CH2:32][N:27]([C:21]2[CH:22]=[N:23][C:24]3[C:19]([CH:20]=2)=[N:18][C:17]([C:14]2[CH:15]=[CH:16][C:10]4[O:9][C:8]([NH2:7])=[N:12][C:11]=4[CH:13]=2)=[CH:26][CH:25]=3)[CH2:28][CH2:29]1)=[O:45]. The yield is 0.623. (5) The reactants are [CH:1]1([C:6]([CH:8]([C:12]2[CH:17]=[CH:16][CH:15]=[CH:14][CH:13]=2)[CH2:9][CH:10]=O)=[O:7])[CH2:5][CH2:4][CH2:3][CH2:2]1.[CH3:18][O:19][C:20]1[CH:25]=[CH:24][CH:23]=[CH:22][C:21]=1[N:26]1[CH2:31][CH2:30][NH:29][CH2:28][CH2:27]1.[Na]. No catalyst specified. The yield is 0.670. The product is [CH3:18][O:19][C:20]1[CH:25]=[CH:24][CH:23]=[CH:22][C:21]=1[N:26]1[CH2:31][CH2:30][N:29]([CH2:10][CH2:9][CH:8]([C:6]([CH:1]2[CH2:5][CH2:4][CH2:3][CH2:2]2)=[O:7])[C:12]2[CH:17]=[CH:16][CH:15]=[CH:14][CH:13]=2)[CH2:28][CH2:27]1.